This data is from Forward reaction prediction with 1.9M reactions from USPTO patents (1976-2016). The task is: Predict the product of the given reaction. (1) Given the reactants [Cl:1][C:2]1[CH:3]=[C:4]([CH2:9][C:10]([OH:12])=[O:11])[CH:5]=[CH:6][C:7]=1[OH:8].[CH3:13][O:14][C:15]1[CH:22]=[CH:21][CH:20]=[CH:19][C:16]=1[CH2:17]Cl, predict the reaction product. The product is: [Cl:1][C:2]1[CH:3]=[C:4]([CH2:9][C:10]([OH:12])=[O:11])[CH:5]=[CH:6][C:7]=1[O:8][CH2:17][C:16]1[CH:19]=[CH:20][CH:21]=[CH:22][C:15]=1[O:14][CH3:13]. (2) The product is: [CH:15]1([CH:3]([C:2](=[O:1])[C:9]2[CH:14]=[CH:13][CH:12]=[CH:11][CH:10]=2)[C:4]([O:6][CH2:7][CH3:8])=[O:5])[CH2:18][CH2:17][CH2:16]1. Given the reactants [O:1]=[C:2]([C:9]1[CH:14]=[CH:13][CH:12]=[CH:11][CH:10]=1)[CH2:3][C:4]([O:6][CH2:7][CH3:8])=[O:5].[C:15]1(=O)[CH2:18][CH2:17][CH2:16]1.N1C=CC=CC=1, predict the reaction product.